This data is from Reaction yield outcomes from USPTO patents with 853,638 reactions. The task is: Predict the reaction yield, written as a fraction of the theoretical maximum amount of product (1.0 means a 100% yield; for example, 0.34 means a 34% yield). (1) The yield is 0.621. The product is [C:35]([O:39][C:40](=[O:60])[C:41]1[CH:46]=[CH:45][C:44]([CH2:47][N:48]2[CH:57]=[CH:56][C:55]3[C:50](=[CH:51][C:52]([NH:58][C:10](=[O:12])[CH2:9][C:6]4[CH:5]=[CH:4][C:3]([O:2][CH3:1])=[CH:8][CH:7]=4)=[CH:53][CH:54]=3)[C:49]2=[O:59])=[CH:43][CH:42]=1)([CH3:38])([CH3:36])[CH3:37]. The reactants are [CH3:1][O:2][C:3]1[CH:8]=[CH:7][C:6]([CH2:9][C:10]([OH:12])=O)=[CH:5][CH:4]=1.CCN=C=NCCCN(C)C.Cl.ON1C2C=CC=CC=2N=N1.[C:35]([O:39][C:40](=[O:60])[C:41]1[CH:46]=[CH:45][C:44]([CH2:47][N:48]2[CH:57]=[CH:56][C:55]3[C:50](=[CH:51][C:52]([NH2:58])=[CH:53][CH:54]=3)[C:49]2=[O:59])=[CH:43][CH:42]=1)([CH3:38])([CH3:37])[CH3:36].C([O-])(O)=O.[Na+]. The catalyst is CN(C)C=O.O. (2) The reactants are [CH3:1][O:2][C:3]1[CH:4]=[CH:5][C:6]([N+:11]([O-])=O)=[C:7]([CH:10]=1)[NH:8][CH3:9].[CH3:14]O. The catalyst is [Pd]. The product is [CH3:1][O:2][C:3]1[CH:4]=[CH:5][C:6]2[N:11]=[CH:9][N:8]([CH3:14])[C:7]=2[CH:10]=1. The yield is 0.600.